Dataset: Retrosynthesis with 50K atom-mapped reactions and 10 reaction types from USPTO. Task: Predict the reactants needed to synthesize the given product. (1) The reactants are: CC(C)(C)NC(=O)c1ccc(C2=CCCn3cncc32)cc1. Given the product CC(C)(C)NC(=O)c1ccc(C2CCCn3cncc32)cc1, predict the reactants needed to synthesize it. (2) The reactants are: CC(Cl)OC(=O)OC1CCCCC1.CCCS(=O)(=O)Nc1ccc(F)c(C(=O)c2c[nH]c3ncc(-c4ccc(Cl)cc4)cc23)c1F. Given the product CCCS(=O)(=O)Nc1ccc(F)c(C(=O)c2cn(C(C)OC(=O)OC3CCCCC3)c3ncc(-c4ccc(Cl)cc4)cc23)c1F, predict the reactants needed to synthesize it. (3) The reactants are: COc1ccc(C(=O)c2c[nH]c3ccccc3c2=O)cc1C.N#Cc1cccc(CBr)n1. Given the product COc1ccc(C(=O)c2cn(Cc3cccc(C#N)n3)c3ccccc3c2=O)cc1C, predict the reactants needed to synthesize it. (4) Given the product CCc1ccnc(Cc2ccc(N3CC(=O)N(CC[Si](C)(C)C)S3(=O)=O)c(OCc3ccccc3)c2)c1, predict the reactants needed to synthesize it. The reactants are: CCc1ccnc(Br)c1.C[Si](C)(C)CCN1C(=O)CN(c2ccc(CI)cc2OCc2ccccc2)S1(=O)=O.